From a dataset of Drug-target binding data from BindingDB using IC50 measurements. Regression. Given a target protein amino acid sequence and a drug SMILES string, predict the binding affinity score between them. We predict pIC50 (pIC50 = -log10(IC50 in M); higher means more potent). Dataset: bindingdb_ic50. (1) The compound is O=C(Cc1ccccc1Cl)NCB(O)O. The target protein (P59676) has sequence MKWTKRVIRYATKNRKSPAENRRRVGKSLSLLSVFVFAIFLVNFAVIIGTGTRFGTDLAKEAKKVHQTTRTVPAKRGTIYDRNGVPIAEDATSYNVYAVIDENYKSATGKILYVEKTQFNKVAEVFHKYLDMEESYVREQLSQPNLKQVSFGAKGNGITYANMMSIKKELEAAEVKGIDFTTSPNRSYPNGQFASSFIGLAQLHENEDGSKSLLGTSGMESSLNSILAGTDGIITYEKDRLGNIVPGTEQVSQRTMDGKDVYTTISSPLQSFMETQMDAFQEKVKGKYMTATLVSAKTGEILATTQRPTFDADTKEGITEDFVWRDILYQSNYEPGSTMKVMMLAAAIDNNTFPGGEVFNSSELKIADATIRDWDVNEGLTGGRMMTFSQGFAHSSNVGMTLLEQKMGDATWLDYLNRFKFGVPTRFGLTDEYAGQLPADNIVNIAQSSFGQGISVTQTQMIRAFTAIANDGVMLEPKFISAIYDPNDQTARKSQKEIVG.... The pIC50 is 3.2. (2) The drug is C1CC2C1C1CCC2C2CNCC12. The target protein (P0DOF5) has sequence MSLLTEVETPIRNEWGCRCNDSSDPLVVAASIIGILHLILWILDRLFFKCIYRFFEHGLKRGPSTEGVPESMREEYRKEQQSAVDADDSHFVSIELE. The pIC50 is 5.9. (3) The small molecule is CC(C)(C(=O)c1ccccc1)c1cccnc1. The target protein (P15150) has sequence MALWAKARVRMAGPWLSLHEARLLGTRGAAAPKAVLPFEAMPRCPGNKWMRMLQIWKEQSSENMHLDMHQTFQELGPIFRYDVGGRHMVFVMLPEDVERLQQADSHHPQRMILEPWLAYRQARGHKCGVFLLNGPQWRLDRLRLNPDVLSLPALQKYTPLVDGVARDFSQTLKARVLQNARGSLTLDIAPSVFRYTIEASTLVLYGERLGLLTQQPNPDSLNFIHALEAMLKSTVQLMFVPRRLSRWMSTNMWREHFEAWDYIFQYANRAIQRIYQELALGHPWHYSGIVAELLMRADMTLDTIKANTIDLTAGSVDTTAFPLLMTLFELARNPEVQQAVRQESLVAEARISENPQRAITELPLLRAALKETLRLYPVGITLEREVSSDLVLQNYHIPAGTLVKVLLYSLGRNPAVFARPESYHPQRWLDRQGSGSRFPHLAFGFGVRQCLGRRVAEVEMLLLLHHVLKNFLVETLEQEDIKMVYRFILMPSTLPLFTFR.... The pIC50 is 5.5. (4) The compound is C=CC(=O)NC[C@H](NC(=O)[C@@H](NC(=O)c1cnccn1)C1CCCCC1)C(=O)N1C[C@@H]2CCC[C@@H]2[C@H]1C(=O)N[C@@H](CCC)C(=O)C(=O)NC1CC1. The target protein sequence is APITAYAQQTRGLLGCIITSLTGRDKNQVEGEVQIVSTAAQTFLATCINGVCWTVYHGAGTRTIASPKGPVIQMYTNVDQDLVGWPAPQGARSLTPCTCGSSDLYLVTRHADVIPVRRRGDSRGSLLSPRPISYLKGSSGGPLLCPAGHAVGLFRSAVCTRGVAKAVDFIPVENLETTMRS. The pIC50 is 5.5. (5) The small molecule is COCC1CCCN(C2CCN(c3nc(Nc4ccc(Cl)cc4)c4cc(OC)c(OC)cc4n3)CC2)C1. The target protein (P51680) has sequence MNATEVTDTTQDETVYNSYYFYESMPKPCTKEGIKAFGEVFLPPLYSLVFLLGLFGNSVVVLVLFKYKRLKSMTDVYLLNLAISDLLFVLSLPFWGYYAADQWVFGLGLCKIVSWMYLVGFYSGIFFIMLMSIDRYLAIVHAVFSLKARTLTYGVITSLITWSVAVFASLPGLLFSTCYTEHNHTYCKTQYSVNSTTWKVLSSLEINVLGLLIPLGIMLFCYSMIIRTLQHCKNEKKNRAVRMIFAVVVLFLGFWTPYNVVLFLETLVELEVLQDCTLERYLDYAIQATETLAFIHCCLNPVIYFFLGEKFRKYITQLFRTCRGPLVLCKHCDFLQVYSADMSSSSYTQSTVDHDFRDAL. The pIC50 is 6.6. (6) The drug is COc1cc(NCc2ccc3nc(N)nc(N)c3c2C)cc(OC)c1OC. The target protein sequence is MKISLISAVSESGVIGSGPDIPWSVKGEQLLFKALTYNQWLLVGRKTFDSMGVLPNRKYAVVSKNGISSSNENVLVFPSIENALKELSKVTDHVYVSGGGQIYNSLIEKADIIHLSTVHVEVEGDIKFPIMPENFNLVFEQFFMSNINYTYQIWKKG. The pIC50 is 5.7.